Dataset: Forward reaction prediction with 1.9M reactions from USPTO patents (1976-2016). Task: Predict the product of the given reaction. Given the reactants [H-].[Na+].[CH2:3]([C:5]1[C:27]([F:28])=[CH:26][C:8]([O:9][C:10]2[CH:24]=[CH:23][C:13]([C:14]([N:16]3[CH2:21][CH2:20][NH:19][C:18](=[O:22])[CH2:17]3)=[O:15])=[CH:12][C:11]=2[F:25])=[C:7]([O:29][CH3:30])[CH:6]=1)[CH3:4].IC.[C:33](OCC)(=O)C, predict the reaction product. The product is: [CH2:3]([C:5]1[C:27]([F:28])=[CH:26][C:8]([O:9][C:10]2[CH:24]=[CH:23][C:13]([C:14]([N:16]3[CH2:21][CH2:20][N:19]([CH3:33])[C:18](=[O:22])[CH2:17]3)=[O:15])=[CH:12][C:11]=2[F:25])=[C:7]([O:29][CH3:30])[CH:6]=1)[CH3:4].